This data is from Catalyst prediction with 721,799 reactions and 888 catalyst types from USPTO. The task is: Predict which catalyst facilitates the given reaction. (1) Reactant: [NH2:1][C:2]1[S:3][C:4]2[CH:10]=[CH:9][CH:8]=[C:7]([O:11][C:12]([F:15])([F:14])[F:13])[C:5]=2[N:6]=1.[CH3:16][C:17]1[S:21][C:20]([C:22](Cl)=[O:23])=[CH:19][CH:18]=1. Product: [F:14][C:12]([F:15])([F:13])[O:11][C:7]1[C:5]2[N:6]=[C:2]([NH:1][C:22]([C:20]3[S:21][C:17]([CH3:16])=[CH:18][CH:19]=3)=[O:23])[S:3][C:4]=2[CH:10]=[CH:9][CH:8]=1. The catalyst class is: 537. (2) Reactant: [CH3:1][O:2][C:3]([NH:5][C@@H:6]([CH:54]([CH3:56])[CH3:55])[C:7]([N:9]1[CH2:13][CH2:12][CH2:11][C@H:10]1[C:14]1[NH:18][C:17]2[C:19]3[C:24]([CH:25]=[CH:26][C:16]=2[N:15]=1)=[CH:23][C:22]([C:27]1[CH:28]=[C:29]2[C:51](=[CH:52][CH:53]=1)[C:33]1[NH:34][C:35]([C@@H:37]4[C@@H:42]5[CH2:43][C@@H:39](CC5)[N:38]4C(OC(C)(C)C)=O)=[N:36][C:32]=1[CH:31]=[CH:30]2)=[CH:21][CH:20]=3)=[O:8])=[O:4].Cl.[CH3:58][O:59][C:60]([NH:62][C@@H:63]([CH:67]([CH3:69])[CH3:68])[C:64](O)=[O:65])=[O:61].[CH3:70][CH2:71]OC(C(C#N)=NOC(N1CCOCC1)=[N+](C)C)=O.F[P-](F)(F)(F)(F)F.CCN(C(C)C)C(C)C. Product: [CH3:1][O:2][C:3]([NH:5][C@@H:6]([CH:54]([CH3:56])[CH3:55])[C:7]([N:9]1[C@H:10]([C:14]2[NH:18][C:17]3[C:19]4[C:24]([CH:25]=[CH:26][C:16]=3[N:15]=2)=[CH:23][C:22]([C:27]2[CH:28]=[C:29]3[C:51](=[CH:52][CH:53]=2)[C:33]2[NH:34][C:35]([C@@H:37]5[CH2:42][CH2:43][CH2:39][N:38]5[C:64](=[O:65])[C@@H:63]([NH:62][C:60](=[O:61])[O:59][CH3:58])[CH:67]([CH3:69])[CH3:68])=[N:36][C:32]=2[CH:31]=[CH:30]3)=[CH:21][CH:20]=4)[C@@H:11]2[CH2:12][C@H:13]1[CH2:70][CH2:71]2)=[O:8])=[O:4]. The catalyst class is: 59.